From a dataset of Full USPTO retrosynthesis dataset with 1.9M reactions from patents (1976-2016). Predict the reactants needed to synthesize the given product. (1) Given the product [F:47][C:46]([F:49])([F:48])[C:44]([OH:50])=[O:45].[F:47][C:46]([F:49])([F:48])[C:44]([OH:50])=[O:45].[F:47][C:46]([F:49])([F:48])[C:44]([OH:50])=[O:45].[CH2:22]([O:21][C:14]1[CH:15]=[CH:16][C:17]([O:19][CH3:20])=[CH:18][C:13]=1[C:6]1([N:24]2[CH2:43][C:26]3([CH2:29][N:28]([CH:30]4[CH2:31][CH2:32][NH:33][CH2:34][CH2:35]4)[CH2:27]3)[CH2:25]2)[C:5]2[C:9](=[CH:10][CH:11]=[C:3]([C:1]#[N:2])[CH:4]=2)[NH:8][C:7]1=[O:12])[CH3:23], predict the reactants needed to synthesize it. The reactants are: [C:1]([C:3]1[CH:4]=[C:5]2[C:9](=[CH:10][CH:11]=1)[NH:8][C:7](=[O:12])[C:6]2([N:24]1[CH2:43][C:26]2([CH2:29][N:28]([CH:30]3[CH2:35][CH2:34][N:33](C(OC(C)(C)C)=O)[CH2:32][CH2:31]3)[CH2:27]2)[CH2:25]1)[C:13]1[CH:18]=[C:17]([O:19][CH3:20])[CH:16]=[CH:15][C:14]=1[O:21][CH2:22][CH3:23])#[N:2].[C:44]([OH:50])([C:46]([F:49])([F:48])[F:47])=[O:45]. (2) Given the product [CH2:1]([Si:4]([CH2:18][CH:19]=[CH2:20])([CH3:17])[CH2:5][CH2:6][CH2:7][C:8]1[CH:13]=[CH:12][C:11]([C:22]2[C:35]3[C:26](=[C:27]4[C:32](=[CH:33][CH:34]=3)[C:31]([C:36]3[CH:37]=[CH:38][CH:39]=[CH:40][CH:41]=3)=[CH:30][CH:29]=[N:28]4)[N:25]=[CH:24][CH:23]=2)=[CH:10][CH:9]=1)[CH:2]=[CH2:3], predict the reactants needed to synthesize it. The reactants are: [CH2:1]([Si:4]([CH2:18][CH:19]=[CH2:20])([CH3:17])[CH2:5][CH2:6][CH2:7][C:8]1[CH:13]=[CH:12][C:11](B(O)O)=[CH:10][CH:9]=1)[CH:2]=[CH2:3].Br[C:22]1[C:35]2[C:26](=[C:27]3[C:32](=[CH:33][CH:34]=2)[C:31]([C:36]2[CH:41]=[CH:40][CH:39]=[CH:38][CH:37]=2)=[CH:30][CH:29]=[N:28]3)[N:25]=[CH:24][CH:23]=1.C([O-])([O-])=O.[Na+].[Na+].CO. (3) Given the product [C:12]([O:11][C:9]([N:1]1[CH2:6][CH2:5][CH:4]([CH2:7][OH:8])[CH2:3][CH2:2]1)=[O:10])([CH3:15])([CH3:14])[CH3:13], predict the reactants needed to synthesize it. The reactants are: [NH:1]1[CH2:6][CH2:5][CH:4]([CH2:7][OH:8])[CH2:3][CH2:2]1.[C:9](O[C:9]([O:11][C:12]([CH3:15])([CH3:14])[CH3:13])=[O:10])([O:11][C:12]([CH3:15])([CH3:14])[CH3:13])=[O:10]. (4) The reactants are: [C:1]([C:3]1[CH:8]=[CH:7][C:6]([CH2:9][CH2:10][N:11]([CH2:30][CH3:31])[C:12](=[O:29])[CH2:13][CH2:14][CH2:15][NH:16][CH2:17][S:18]([C:21]2[CH:26]=[CH:25][CH:24]=[C:23]([Cl:27])[C:22]=2[Cl:28])(=[O:20])=[O:19])=[CH:5][CH:4]=1)#[N:2].[S].[CH2:33](N)[CH2:34][NH2:35]. Given the product [Cl:28][C:22]1[C:23]([Cl:27])=[CH:24][CH:25]=[CH:26][C:21]=1[S:18]([CH2:17][NH:16][CH2:15][CH2:14][CH2:13][C:12]([N:11]([CH2:10][CH2:9][C:6]1[CH:5]=[CH:4][C:3]([C:1]2[NH:35][CH2:34][CH2:33][N:2]=2)=[CH:8][CH:7]=1)[CH2:30][CH3:31])=[O:29])(=[O:20])=[O:19], predict the reactants needed to synthesize it. (5) Given the product [Br:2][C:17]1[CH2:16][CH2:15][C:14]2[C:19](=[CH:20][C:11]([Cl:10])=[CH:12][CH:13]=2)[C:18]=1[CH:7]=[O:8], predict the reactants needed to synthesize it. The reactants are: P(Br)(Br)[Br:2].CN(C)[CH:7]=[O:8].[Cl:10][C:11]1[CH:20]=[C:19]2[C:14]([CH2:15][CH2:16][C:17](=O)[CH2:18]2)=[CH:13][CH:12]=1.C(=O)(O)[O-].[Na+].